From a dataset of Catalyst prediction with 721,799 reactions and 888 catalyst types from USPTO. Predict which catalyst facilitates the given reaction. (1) Reactant: [NH2:1][C:2]1[C:7]2[NH:8][C:9](=[O:27])[N:10]([CH2:11][C:12]3[CH:26]=[CH:25][C:15]([CH2:16][P:17](=[O:24])([O:21]CC)[O:18]CC)=[CH:14][CH:13]=3)[C:6]=2[CH:5]=[C:4]([O:28][CH2:29][CH2:30][O:31][CH3:32])[N:3]=1.C[Si](Br)(C)C. Product: [NH2:1][C:2]1[C:7]2[NH:8][C:9](=[O:27])[N:10]([CH2:11][C:12]3[CH:26]=[CH:25][C:15]([CH2:16][P:17](=[O:18])([OH:21])[OH:24])=[CH:14][CH:13]=3)[C:6]=2[CH:5]=[C:4]([O:28][CH2:29][CH2:30][O:31][CH3:32])[N:3]=1. The catalyst class is: 2. (2) Reactant: C(=[C:8]1[C:17]2[N:16]=[CH:15][CH:14]=[CH:13][C:12]=2[CH2:11][CH2:10][CH2:9]1)C1C=CC=CC=1.[O:18]=[O+][O-].O=O. Product: [N:16]1[C:17]2[C:8](=[O:18])[CH2:9][CH2:10][CH2:11][C:12]=2[CH:13]=[CH:14][CH:15]=1. The catalyst class is: 98. (3) Reactant: [CH2:1]1[C:7]2=[C:8]3[C:12](=[CH:13][CH:14]=[C:6]2[O:5][CH2:4][CH2:3][N:2]1C(OC(C)(C)C)=O)[NH:11][CH:10]=[CH:9]3.[H-].[Na+].CN(C=O)C.[O:29]1[C:33]2[CH:34]=[CH:35][CH:36]=[CH:37][C:32]=2[CH:31]=[C:30]1[S:38](Cl)(=[O:40])=[O:39]. Product: [O:29]1[C:33]2[CH:34]=[CH:35][CH:36]=[CH:37][C:32]=2[CH:31]=[C:30]1[S:38]([N:11]1[C:12]2[C:8](=[C:7]3[CH2:1][NH:2][CH2:3][CH2:4][O:5][C:6]3=[CH:14][CH:13]=2)[CH:9]=[CH:10]1)(=[O:40])=[O:39]. The catalyst class is: 547. (4) Reactant: C([Sn](CCCC)(CCCC)[C:6]1[CH:7]=[N:8][CH:9]=[N:10][CH:11]=1)CCC.CC(N)CC1C=CC=CC=1.OP(O)(O)=O.FC(F)(F)S(O[C:41]1[CH:54]=[C:53]2[C:44]([O:45][C:46]3[CH:47]=[CH:48][C:49]([C:60]4[CH2:61][CH2:62][O:63][CH2:64][CH:65]=4)=[CH:50][C:51]=3[C@@:52]32[CH2:58][O:57][C:56]([NH2:59])=[N:55]3)=[CH:43][C:42]=1[F:66])(=O)=O. Product: [O:63]1[CH2:64][CH:65]=[C:60]([C:49]2[CH:50]=[C:51]3[C:46]([O:45][C:44]4[CH:43]=[C:42]([F:66])[C:41]([C:6]5[CH:11]=[N:10][CH:9]=[N:8][CH:7]=5)=[CH:54][C:53]=4[C@:52]43[CH2:58][O:57][C:56]([NH2:59])=[N:55]4)=[CH:47][CH:48]=2)[CH2:61][CH2:62]1. The catalyst class is: 3.